Predict which catalyst facilitates the given reaction. From a dataset of Catalyst prediction with 721,799 reactions and 888 catalyst types from USPTO. (1) Reactant: [Br:1][C:2]1[CH:19]=[CH:18][C:17]([C:20]([F:23])([F:22])[F:21])=[CH:16][C:3]=1[CH2:4][CH:5](C(OCC)=O)[C:6]([O:8]CC)=[O:7].[OH-].[Na+]. Product: [Br:1][C:2]1[CH:19]=[CH:18][C:17]([C:20]([F:23])([F:22])[F:21])=[CH:16][C:3]=1[CH2:4][CH2:5][C:6]([OH:8])=[O:7]. The catalyst class is: 40. (2) Reactant: [Br:1][C:2]1[CH:3]=[C:4]([CH:9]=[C:10]([Br:13])[C:11]=1[CH3:12])[C:5](OC)=[O:6].[BH4-].[Na+].Cl. Product: [Br:1][C:2]1[CH:3]=[C:4]([CH2:5][OH:6])[CH:9]=[C:10]([Br:13])[C:11]=1[CH3:12]. The catalyst class is: 8. (3) Reactant: [CH:1]1([N:4]([CH2:39][C:40]2[CH:45]=[C:44]([CH2:46][CH2:47][CH2:48][O:49][CH3:50])[CH:43]=[C:42]([OH:51])[CH:41]=2)[C:5]([C@@H:7]2[C@@H:12]([C:13]3[CH:18]=[CH:17][C:16]([O:19][CH2:20][CH2:21][O:22][C:23]4[C:28]([Cl:29])=[CH:27][C:26]([CH3:30])=[CH:25][C:24]=4[Cl:31])=[CH:15][CH:14]=3)[CH2:11][CH2:10][N:9]([C:32]([O:34][C:35]([CH3:38])([CH3:37])[CH3:36])=[O:33])[CH2:8]2)=[O:6])[CH2:3][CH2:2]1.Br[CH2:53][C:54]1[CH:63]=[CH:62][C:57]([C:58]([O:60][CH3:61])=[O:59])=[CH:56][CH:55]=1.C(=O)([O-])[O-].[Cs+].[Cs+]. The catalyst class is: 215. Product: [CH:1]1([N:4]([CH2:39][C:40]2[CH:45]=[C:44]([CH2:46][CH2:47][CH2:48][O:49][CH3:50])[CH:43]=[C:42]([O:51][CH2:53][C:54]3[CH:55]=[CH:56][C:57]([C:58]([O:60][CH3:61])=[O:59])=[CH:62][CH:63]=3)[CH:41]=2)[C:5]([C@@H:7]2[C@@H:12]([C:13]3[CH:14]=[CH:15][C:16]([O:19][CH2:20][CH2:21][O:22][C:23]4[C:28]([Cl:29])=[CH:27][C:26]([CH3:30])=[CH:25][C:24]=4[Cl:31])=[CH:17][CH:18]=3)[CH2:11][CH2:10][N:9]([C:32]([O:34][C:35]([CH3:38])([CH3:37])[CH3:36])=[O:33])[CH2:8]2)=[O:6])[CH2:3][CH2:2]1. (4) Reactant: [C:1]([O:4][C:5]1[CH:10]=[CH:9][CH:8]=[C:7]([C:11](Cl)=[O:12])[CH:6]=1)(=[O:3])[CH3:2].C(N(CC)CC)C.[CH3:21][S:22][C:23]1[S:27][C:26]([NH2:28])=[N:25][CH:24]=1. Product: [C:1]([O:4][C:5]1[CH:10]=[CH:9][CH:8]=[C:7]([C:11](=[O:12])[NH:28][C:26]2[S:27][C:23]([S:22][CH3:21])=[CH:24][N:25]=2)[CH:6]=1)(=[O:3])[CH3:2]. The catalyst class is: 1. (5) Reactant: C([SiH2][O:6][C:7](C)(C)[C@H:8]1[CH2:13][CH2:12][C@H:11]([CH2:14][C:15]#[N:16])[CH2:10][CH2:9]1)(C)(C)C.C(Cl)(Cl)[Cl:20]. Product: [ClH:20].[NH2:16][CH2:15][CH2:14][C@H:11]1[CH2:12][CH2:13][C@H:8]([CH2:7][OH:6])[CH2:9][CH2:10]1. The catalyst class is: 865.